This data is from Forward reaction prediction with 1.9M reactions from USPTO patents (1976-2016). The task is: Predict the product of the given reaction. (1) Given the reactants [C:1]([O:4][C@@H:5]1[C@H:9]([O:10][C:11](=[O:13])[CH3:12])[C@@H:8]([C:14]#[CH:15])[O:7][C@H:6]1[N:16]1[CH:24]=[N:23][C:22]2[C:17]1=[N:18][CH:19]=[N:20][C:21]=2Cl)(=[O:3])[CH3:2].[NH2:26][CH:27]1[CH2:35][C:34]2[C:29](=[CH:30][CH:31]=[CH:32][CH:33]=2)[CH2:28]1, predict the reaction product. The product is: [C:1]([O:4][C@@H:5]1[C@H:9]([O:10][C:11](=[O:13])[CH3:12])[C@@H:8]([C:14]#[CH:15])[O:7][C@H:6]1[N:16]1[CH:24]=[N:23][C:22]2[C:17]1=[N:18][CH:19]=[N:20][C:21]=2[NH:26][CH:27]1[CH2:35][C:34]2[C:29](=[CH:30][CH:31]=[CH:32][CH:33]=2)[CH2:28]1)(=[O:3])[CH3:2]. (2) Given the reactants [CH3:1][C:2]1[CH:3]=[C:4]([CH:14]=[C:15]([N+:22]([O-])=O)[C:16]=1[NH:17][C:18](=O)[CH2:19][CH3:20])[O:5][CH2:6][CH2:7][CH2:8][C:9]([O:11][CH2:12][CH3:13])=[O:10], predict the reaction product. The product is: [CH2:19]([C:18]1[NH:22][C:15]2[CH:14]=[C:4]([O:5][CH2:6][CH2:7][CH2:8][C:9]([O:11][CH2:12][CH3:13])=[O:10])[CH:3]=[C:2]([CH3:1])[C:16]=2[N:17]=1)[CH3:20]. (3) Given the reactants Br[C:2]1[CH:3]=[CH:4][C:5]([C:8]#[N:9])=[N:6][CH:7]=1.[N:10]1([C:16]([O:18][C:19]([CH3:22])([CH3:21])[CH3:20])=[O:17])[CH2:15][CH2:14][NH:13][CH2:12][CH2:11]1.C(=O)([O-])[O-].[K+].[K+].C(OCC)(=O)C, predict the reaction product. The product is: [C:8]([C:5]1[N:6]=[CH:7][C:2]([N:13]2[CH2:12][CH2:11][N:10]([C:16]([O:18][C:19]([CH3:22])([CH3:21])[CH3:20])=[O:17])[CH2:15][CH2:14]2)=[CH:3][CH:4]=1)#[N:9].